Dataset: Merck oncology drug combination screen with 23,052 pairs across 39 cell lines. Task: Regression. Given two drug SMILES strings and cell line genomic features, predict the synergy score measuring deviation from expected non-interaction effect. (1) Drug 1: CC1CC2C3CCC4=CC(=O)C=CC4(C)C3(F)C(O)CC2(C)C1(O)C(=O)CO. Drug 2: CC(C)CC(NC(=O)C(Cc1ccccc1)NC(=O)c1cnccn1)B(O)O. Cell line: HCT116. Synergy scores: synergy=9.53. (2) Drug 1: C=CCn1c(=O)c2cnc(Nc3ccc(N4CCN(C)CC4)cc3)nc2n1-c1cccc(C(C)(C)O)n1. Drug 2: Cn1c(=O)n(-c2ccc(C(C)(C)C#N)cc2)c2c3cc(-c4cnc5ccccc5c4)ccc3ncc21. Cell line: DLD1. Synergy scores: synergy=30.5. (3) Drug 1: N.N.O=C(O)C1(C(=O)O)CCC1.[Pt]. Drug 2: CNC(=O)c1cc(Oc2ccc(NC(=O)Nc3ccc(Cl)c(C(F)(F)F)c3)cc2)ccn1. Cell line: KPL1. Synergy scores: synergy=-9.07. (4) Drug 1: C=CCn1c(=O)c2cnc(Nc3ccc(N4CCN(C)CC4)cc3)nc2n1-c1cccc(C(C)(C)O)n1. Drug 2: CC(C)CC(NC(=O)C(Cc1ccccc1)NC(=O)c1cnccn1)B(O)O. Cell line: LOVO. Synergy scores: synergy=-6.81.